This data is from NCI-60 drug combinations with 297,098 pairs across 59 cell lines. The task is: Regression. Given two drug SMILES strings and cell line genomic features, predict the synergy score measuring deviation from expected non-interaction effect. (1) Drug 1: C1CCN(CC1)CCOC2=CC=C(C=C2)C(=O)C3=C(SC4=C3C=CC(=C4)O)C5=CC=C(C=C5)O. Drug 2: CC1CCC2CC(C(=CC=CC=CC(CC(C(=O)C(C(C(=CC(C(=O)CC(OC(=O)C3CCCCN3C(=O)C(=O)C1(O2)O)C(C)CC4CCC(C(C4)OC)OCCO)C)C)O)OC)C)C)C)OC. Cell line: NCI-H322M. Synergy scores: CSS=-1.05, Synergy_ZIP=-3.01, Synergy_Bliss=-8.43, Synergy_Loewe=-9.39, Synergy_HSA=-9.28. (2) Drug 1: C1CNP(=O)(OC1)N(CCCl)CCCl. Drug 2: C1CN(P(=O)(OC1)NCCCl)CCCl. Cell line: NCI/ADR-RES. Synergy scores: CSS=2.55, Synergy_ZIP=-1.32, Synergy_Bliss=-3.45, Synergy_Loewe=-4.82, Synergy_HSA=-4.48.